This data is from Cav3 T-type calcium channel HTS with 100,875 compounds. The task is: Binary Classification. Given a drug SMILES string, predict its activity (active/inactive) in a high-throughput screening assay against a specified biological target. (1) The result is 0 (inactive). The molecule is S=C(NC(=O)c1c2c(nc(c1)c1ccccc1)cccc2)Nc1ccc(cc1)C(OC)=O. (2) The result is 0 (inactive). The compound is s1c2c(nc1NC(=O)CN1C(=O)CCC1=O)c(c(cc2)C)C. (3) The compound is O=C1N(Cc2c1c(ccc2)C(=O)Nc1ccc(CC)cc1)CCC. The result is 0 (inactive). (4) The drug is s1c2c(CC(OC2)(CC)C)c2c1nn[nH]c2=O. The result is 0 (inactive). (5) The molecule is n1(c2c(nc1N)cccc2)CC. The result is 0 (inactive). (6) The drug is O(c1c(/[nH][nH]c1)=C1\C(=O)C=C(OCC(C)=C)C=C1)c1cc(OC)ccc1. The result is 0 (inactive).